Dataset: Reaction yield outcomes from USPTO patents with 853,638 reactions. Task: Predict the reaction yield, written as a fraction of the theoretical maximum amount of product (1.0 means a 100% yield; for example, 0.34 means a 34% yield). (1) The reactants are [F:1][C:2]1[CH:7]=[CH:6][CH:5]=[C:4]([F:8])[C:3]=1[C:9]1[C:14]([F:15])=[CH:13][CH:12]=[C:11]([CH3:16])[N:10]=1.[O-:17][Mn](=O)(=O)=O.[K+].[OH2:23]. No catalyst specified. The product is [F:1][C:2]1[CH:7]=[CH:6][CH:5]=[C:4]([F:8])[C:3]=1[C:9]1[N:10]=[C:11]([C:16]([OH:17])=[O:23])[CH:12]=[CH:13][C:14]=1[F:15]. The yield is 0.320. (2) The reactants are [Cl:1][C:2]1[CH:7]=[C:6]([O:8][C@H:9]2[CH2:13][CH2:12][CH2:11][C@@H:10]2[C:14]2[N:18]([CH3:19])[N:17]=[CH:16][CH:15]=2)[C:5]([F:20])=[CH:4][C:3]=1[S:21]([N:24](CC1C=CC(OC)=CC=1OC)[C:25]1[CH:30]=[CH:29][N:28]=[CH:27][N:26]=1)(=[O:23])=[O:22].C([SiH](CC)CC)C.FC(F)(F)C(O)=O. The catalyst is ClCCl. The product is [Cl:1][C:2]1[CH:7]=[C:6]([O:8][C@H:9]2[CH2:13][CH2:12][CH2:11][C@@H:10]2[C:14]2[N:18]([CH3:19])[N:17]=[CH:16][CH:15]=2)[C:5]([F:20])=[CH:4][C:3]=1[S:21]([NH:24][C:25]1[CH:30]=[CH:29][N:28]=[CH:27][N:26]=1)(=[O:22])=[O:23]. The yield is 0.390. (3) The reactants are [Cl:1][C:2]1[C:7]([F:8])=[C:6]([CH2:9][OH:10])[CH:5]=[CH:4][N:3]=1.N1C=CN=C1.[C:16]([Si:20]([CH3:23])([CH3:22])Cl)([CH3:19])([CH3:18])[CH3:17].C(Cl)Cl. The catalyst is CN(C=O)C. The product is [Si:20]([O:10][CH2:9][C:6]1[CH:5]=[CH:4][N:3]=[C:2]([Cl:1])[C:7]=1[F:8])([C:16]([CH3:19])([CH3:18])[CH3:17])([CH3:23])[CH3:22]. The yield is 0.930. (4) The reactants are Cl[C:2]1[C:11]2[C:6](=[CH:7][C:8]([S:12]([N:15]([C:25]3[CH:29]=[CH:28][O:27][N:26]=3)[CH2:16][C:17]3[CH:22]=[CH:21][C:20]([O:23][CH3:24])=[CH:19][CH:18]=3)(=[O:14])=[O:13])=[CH:9][CH:10]=2)[C:5]([OH:30])=[CH:4][N:3]=1.[Cl:31][C:32]1[C:37]([F:38])=[CH:36][C:35](B2OC(C)(C)C(C)(C)O2)=[C:34]([O:48][CH3:49])[CH:33]=1.C(=O)([O-])[O-].[K+].[K+].O1CCOCC1. The catalyst is C1C=CC([P]([Pd]([P](C2C=CC=CC=2)(C2C=CC=CC=2)C2C=CC=CC=2)([P](C2C=CC=CC=2)(C2C=CC=CC=2)C2C=CC=CC=2)[P](C2C=CC=CC=2)(C2C=CC=CC=2)C2C=CC=CC=2)(C2C=CC=CC=2)C2C=CC=CC=2)=CC=1.O. The product is [Cl:31][C:32]1[C:37]([F:38])=[CH:36][C:35]([C:2]2[C:11]3[C:6](=[CH:7][C:8]([S:12]([N:15]([C:25]4[CH:29]=[CH:28][O:27][N:26]=4)[CH2:16][C:17]4[CH:22]=[CH:21][C:20]([O:23][CH3:24])=[CH:19][CH:18]=4)(=[O:14])=[O:13])=[CH:9][CH:10]=3)[C:5]([OH:30])=[CH:4][N:3]=2)=[C:34]([O:48][CH3:49])[CH:33]=1. The yield is 1.00.